From a dataset of Catalyst prediction with 721,799 reactions and 888 catalyst types from USPTO. Predict which catalyst facilitates the given reaction. (1) Reactant: [OH-].[Li+].[CH3:3][S:4]([N:7]1[CH2:12][CH2:11][N:10]([C@@H:13]([CH2:18][NH:19][C:20](=[O:29])[C:21]2[CH:26]=[CH:25][C:24]([O:27][CH3:28])=[CH:23][CH:22]=2)[C:14]([O:16]C)=[O:15])[CH2:9][CH2:8]1)(=[O:6])=[O:5]. Product: [CH3:3][S:4]([N:7]1[CH2:8][CH2:9][N:10]([C@@H:13]([CH2:18][NH:19][C:20](=[O:29])[C:21]2[CH:22]=[CH:23][C:24]([O:27][CH3:28])=[CH:25][CH:26]=2)[C:14]([OH:16])=[O:15])[CH2:11][CH2:12]1)(=[O:5])=[O:6]. The catalyst class is: 30. (2) Reactant: [CH3:1][O:2][C:3]1[CH:8]=[C:7]([O:9][CH3:10])[CH:6]=[CH:5][C:4]=1[C:11](=O)[CH2:12][C:13]([O:15][CH2:16][CH3:17])=[O:14].[NH2:19][CH2:20][CH2:21][NH:22][C:23](=[O:29])[O:24][C:25]([CH3:28])([CH3:27])[CH3:26].C(O)(=O)C. Product: [C:25]([O:24][C:23]([NH:22][CH2:21][CH2:20][NH:19]/[C:11](/[C:4]1[CH:5]=[CH:6][C:7]([O:9][CH3:10])=[CH:8][C:3]=1[O:2][CH3:1])=[CH:12]\[C:13]([O:15][CH2:16][CH3:17])=[O:14])=[O:29])([CH3:28])([CH3:27])[CH3:26]. The catalyst class is: 8. (3) Reactant: [CH2:1]([O:8][N:9]1[C:15](=[O:16])[N:14]2[CH2:17][C@H:10]1[CH2:11][CH2:12][C@H:13]2[C:18]([O:20]N1C(=O)[C@H]2[C@H]([C@@H]3C[C@H]2C=C3)C1=O)=O)[C:2]1[CH:7]=[CH:6][CH:5]=[CH:4][CH:3]=1.[NH2:33][O:34][C@H:35]1[CH2:39][CH2:38][N:37]([C:40]([O:42][C:43]([CH3:46])([CH3:45])[CH3:44])=[O:41])[CH2:36]1. The catalyst class is: 96. Product: [CH2:1]([O:8][N:9]1[C:15](=[O:16])[N:14]2[CH2:17][C@H:10]1[CH2:11][CH2:12][C@H:13]2[C:18]([NH:33][O:34][C@H:35]1[CH2:39][CH2:38][N:37]([C:40]([O:42][C:43]([CH3:46])([CH3:45])[CH3:44])=[O:41])[CH2:36]1)=[O:20])[C:2]1[CH:3]=[CH:4][CH:5]=[CH:6][CH:7]=1. (4) Reactant: [NH2:1][C:2]1[C:3]([SH:9])=[N:4][CH:5]=[N:6][C:7]=1[Cl:8].C(O[C:13](OCC)(OCC)[CH2:14][CH3:15])C. Product: [Cl:8][C:7]1[C:2]2[N:1]=[C:13]([CH2:14][CH3:15])[S:9][C:3]=2[N:4]=[CH:5][N:6]=1. The catalyst class is: 8. (5) Reactant: Br[C:2]1[CH:7]=[C:6]([CH:8]([F:10])[F:9])[CH:5]=[CH:4][C:3]=1[F:11].[B:12]1([B:12]2[O:16][C:15]([CH3:18])([CH3:17])[C:14]([CH3:20])([CH3:19])[O:13]2)[O:16][C:15]([CH3:18])([CH3:17])[C:14]([CH3:20])([CH3:19])[O:13]1.C([O-])(=O)C.[K+]. Product: [F:9][CH:8]([F:10])[C:6]1[CH:5]=[CH:4][C:3]([F:11])=[C:2]([B:12]2[O:16][C:15]([CH3:18])([CH3:17])[C:14]([CH3:20])([CH3:19])[O:13]2)[CH:7]=1. The catalyst class is: 75.